Regression/Classification. Given a drug SMILES string, predict its absorption, distribution, metabolism, or excretion properties. Task type varies by dataset: regression for continuous measurements (e.g., permeability, clearance, half-life) or binary classification for categorical outcomes (e.g., BBB penetration, CYP inhibition). For this dataset (clearance_microsome_az), we predict log10(clearance) (log10 of the in vitro intrinsic clearance, CLint, in uL/min per mg of human liver microsomal protein, equivalently mL/min/g; values are censored to the assay range of 3 to 150, which is 0.477 to 2.18 on this log10 scale). From a dataset of Microsomal clearance measurements from AstraZeneca. (1) The compound is N#CC1(NC(=O)[C@@H]2CCCC[C@H]2C(=O)N2CCN(c3nccs3)CC2)CC1. The log10(clearance) is 0.840. (2) The molecule is O=C(Nc1cccc(CCO)c1)c1cc2cc(Cl)ccc2[nH]1. The log10(clearance) is 1.00.